The task is: Predict the reactants needed to synthesize the given product.. This data is from Full USPTO retrosynthesis dataset with 1.9M reactions from patents (1976-2016). (1) Given the product [CH3:73][O:72][C:71]1[CH:70]=[C:55]([CH2:56][C:6]([N:8]2[CH2:12][C@H:11]([N:13]([CH3:20])[C:14](=[O:19])[C:15]([F:18])([F:16])[F:17])[CH2:10][C@H:9]2[CH2:21][O:22][C:23]2[CH:32]=[CH:31][C:26]([C:27]([O:29][CH3:30])=[O:28])=[CH:25][CH:24]=2)=[O:7])[CH:64]=[CH:63][C:62]=1[NH:61][C:60]([NH:59][C:58]1[CH:57]=[CH:45][CH:44]=[CH:43][C:42]=1[CH3:41])=[O:34], predict the reactants needed to synthesize it. The reactants are: C(O[C:6]([N:8]1[CH2:12][C@H:11]([N:13]([CH3:20])[C:14](=[O:19])[C:15]([F:18])([F:17])[F:16])[CH2:10][C@H:9]1[CH2:21][O:22][C:23]1[CH:32]=[CH:31][C:26]([C:27]([O:29][CH3:30])=[O:28])=[CH:25][CH:24]=1)=[O:7])(C)(C)C.C(O)(C(F)(F)F)=[O:34].C1[CH:41]=[CH:42][C:43]2N(O)N=N[C:44]=2[CH:45]=1.C(N([CH2:55][CH3:56])CC)C.[CH3:57][CH2:58][N:59]=[C:60]=[N:61][CH2:62][CH2:63][CH2:64]N(C)C.Cl.C1[CH2:73][O:72][CH2:71][CH2:70]1. (2) Given the product [CH3:21][C:22]1[C:26]([CH2:27][C:28](=[O:40])[N:29]2[CH2:33][CH2:32][CH2:31][C@H:30]2[CH2:34][N:35]2[CH2:39][CH2:38][CH2:37][CH2:36]2)=[C:25]([CH3:41])[NH:24][C:23]=1/[CH:42]=[C:14]1\[C:15](=[O:20])[NH:16][C:17]2[C:13]\1=[CH:12][C:11]([S:8]([CH2:7][C:1]1[CH:2]=[CH:3][CH:4]=[CH:5][CH:6]=1)(=[O:10])=[O:9])=[CH:19][CH:18]=2, predict the reactants needed to synthesize it. The reactants are: [C:1]1([CH2:7][S:8]([C:11]2[CH:12]=[C:13]3[C:17](=[CH:18][CH:19]=2)[NH:16][C:15](=[O:20])[CH2:14]3)(=[O:10])=[O:9])[CH:6]=[CH:5][CH:4]=[CH:3][CH:2]=1.[CH3:21][C:22]1[C:26]([CH2:27][C:28](=[O:40])[N:29]2[CH2:33][CH2:32][CH2:31][C@H:30]2[CH2:34][N:35]2[CH2:39][CH2:38][CH2:37][CH2:36]2)=[C:25]([CH3:41])[NH:24][C:23]=1[CH:42]=O.N1CCCCC1. (3) Given the product [C:10]([C:13]1[C:21]2[CH:20]=[N:1][CH:9]=[CH:17][C:16]=2[N:15]([CH2:23][C:24]([OH:26])=[O:25])[N:14]=1)(=[O:12])[NH2:11], predict the reactants needed to synthesize it. The reactants are: [NH:1]1[C:9]2C=CN=CC=2C=N1.[C:10]([C:13]1[C:21]2[C:16](=[CH:17]N=C(C)[CH:20]=2)[N:15]([CH2:23][C:24]([OH:26])=[O:25])[N:14]=1)(=[O:12])[NH2:11]. (4) Given the product [CH3:1][O:2][C:3](=[O:60])[C@@H:4]([N:24]([C:25](=[O:46])[C@@H:26]([NH2:38])[CH2:27][C:28]1[CH:37]=[CH:36][C:35]2[C:30](=[CH:31][CH:32]=[CH:33][CH:34]=2)[CH:29]=1)[CH2:47][C:48]1[CH:53]=[CH:52][C:51]([C:54]2[CH:59]=[CH:58][CH:57]=[CH:56][CH:55]=2)=[CH:50][CH:49]=1)[CH2:5][NH:6][C:7]([O:9][CH2:10][CH:11]1[C:23]2[CH:22]=[CH:21][CH:20]=[CH:19][C:18]=2[C:17]2[C:12]1=[CH:13][CH:14]=[CH:15][CH:16]=2)=[O:8], predict the reactants needed to synthesize it. The reactants are: [CH3:1][O:2][C:3](=[O:60])[C@@H:4]([N:24]([CH2:47][C:48]1[CH:53]=[CH:52][C:51]([C:54]2[CH:59]=[CH:58][CH:57]=[CH:56][CH:55]=2)=[CH:50][CH:49]=1)[C:25](=[O:46])[C@@H:26]([NH:38]C(OC(C)(C)C)=O)[CH2:27][C:28]1[CH:37]=[CH:36][C:35]2[C:30](=[CH:31][CH:32]=[CH:33][CH:34]=2)[CH:29]=1)[CH2:5][NH:6][C:7]([O:9][CH2:10][CH:11]1[C:23]2[CH:22]=[CH:21][CH:20]=[CH:19][C:18]=2[C:17]2[C:12]1=[CH:13][CH:14]=[CH:15][CH:16]=2)=[O:8].FC(F)(F)C(O)=O. (5) The reactants are: CC1(C)C(C)(C)OB([C:9]2[CH:10]=[C:11]3[C:16](=[CH:17][CH:18]=2)[CH:15]=[C:14]([C:19]#[N:20])[CH:13]=[CH:12]3)O1.Br[C:23]1[CH:24]=[N:25][CH:26]=[CH:27][C:28]=1[CH:29]([OH:31])[CH3:30].C(=O)([O-])[O-].[Na+].[Na+]. Given the product [OH:31][CH:29]([C:28]1[CH:27]=[CH:26][N:25]=[CH:24][C:23]=1[C:9]1[CH:10]=[C:11]2[C:16](=[CH:17][CH:18]=1)[CH:15]=[C:14]([C:19]#[N:20])[CH:13]=[CH:12]2)[CH3:30], predict the reactants needed to synthesize it. (6) Given the product [S:1]1[C:5]2[CH:6]=[C:7]([NH:10][C:11]3[CH:12]=[C:13]([NH:36][CH:37]([CH3:39])[CH3:38])[C:14]([C:17]4[O:21][C:20]([NH:22][CH:23]5[CH2:28][CH2:27][NH:26][CH2:25][CH2:24]5)=[N:19][N:18]=4)=[CH:15][N:16]=3)[CH:8]=[CH:9][C:4]=2[N:3]=[CH:2]1, predict the reactants needed to synthesize it. The reactants are: [S:1]1[C:5]2[CH:6]=[C:7]([NH:10][C:11]3[N:16]=[CH:15][C:14]([C:17]4[O:21][C:20]([NH:22][CH:23]5[CH2:28][CH2:27][N:26](C(OC(C)(C)C)=O)[CH2:25][CH2:24]5)=[N:19][N:18]=4)=[C:13]([NH:36][CH:37]([CH3:39])[CH3:38])[CH:12]=3)[CH:8]=[CH:9][C:4]=2[N:3]=[CH:2]1.Cl. (7) Given the product [Cl:12][S:13]([C:8]1[C:7]([F:11])=[C:3]([C:2]([F:1])=[CH:10][CH:9]=1)[C:4]([OH:6])=[O:5])(=[O:15])=[O:14], predict the reactants needed to synthesize it. The reactants are: [F:1][C:2]1[CH:10]=[CH:9][CH:8]=[C:7]([F:11])[C:3]=1[C:4]([OH:6])=[O:5].[Cl:12][S:13](O)(=[O:15])=[O:14].